Dataset: Full USPTO retrosynthesis dataset with 1.9M reactions from patents (1976-2016). Task: Predict the reactants needed to synthesize the given product. (1) The reactants are: [CH:1]([O:4][C:5]1[C:6]2[CH:17]=[CH:16][CH:15]=[CH:14][C:7]=2[S:8][C:9]=1[C:10]([O:12]C)=[O:11])([CH3:3])[CH3:2].O.[OH-].[Li+].O. Given the product [CH:1]([O:4][C:5]1[C:6]2[CH:17]=[CH:16][CH:15]=[CH:14][C:7]=2[S:8][C:9]=1[C:10]([OH:12])=[O:11])([CH3:3])[CH3:2], predict the reactants needed to synthesize it. (2) Given the product [NH2:1][C:2]1[C:7]2=[CH:8][CH:9]=[C:10]([C@@H:11]3[O:15][C@@:14]([CH2:18][OH:19])([CH:16]=[O:17])[C@@H:13]([O:20][Si:21]([C:24]([CH3:27])([CH3:26])[CH3:25])([CH3:22])[CH3:23])[CH2:12]3)[N:6]2[N:5]=[CH:4][N:3]=1, predict the reactants needed to synthesize it. The reactants are: [NH2:1][C:2]1[C:7]2=[CH:8][CH:9]=[C:10]([C@@H:11]3[O:15][C:14]([CH2:18][OH:19])([CH2:16][OH:17])[C@@H:13]([O:20][Si:21]([C:24]([CH3:27])([CH3:26])[CH3:25])([CH3:23])[CH3:22])[CH2:12]3)[N:6]2[N:5]=[CH:4][N:3]=1. (3) The reactants are: [CH2:1]([O:3][C:4]1[N:8]([CH2:9][C:10]2[CH:15]=[CH:14][C:13]([C:16]3[CH:21]=[CH:20][CH:19]=[CH:18][C:17]=3[C:22]3[N:26](C(C4C=CC=CC=4)(C4C=CC=CC=4)C4C=CC=CC=4)[N:25]=[N:24][N:23]=3)=[CH:12][CH:11]=2)[C:7]2[C:46]([C:50]([O:52][C:53]([O:56][C:57]([O:59][CH2:60][CH2:61][CH2:62][CH2:63][CH:64]([O:70][N+:71]([O-:73])=[O:72])[CH2:65][O:66][N+:67]([O-:69])=[O:68])=[O:58])([CH3:55])[CH3:54])=[O:51])=[CH:47][CH:48]=[CH:49][C:6]=2[N:5]=1)[CH3:2]. Given the product [CH2:1]([O:3][C:4]1[N:8]([CH2:9][C:10]2[CH:11]=[CH:12][C:13]([C:16]3[CH:21]=[CH:20][CH:19]=[CH:18][C:17]=3[C:22]3[NH:23][N:24]=[N:25][N:26]=3)=[CH:14][CH:15]=2)[C:7]2[C:46]([C:50]([O:52][C:53]([O:56][C:57]([O:59][CH2:60][CH2:61][CH2:62][CH2:63][CH:64]([O:70][N+:71]([O-:73])=[O:72])[CH2:65][O:66][N+:67]([O-:69])=[O:68])=[O:58])([CH3:55])[CH3:54])=[O:51])=[CH:47][CH:48]=[CH:49][C:6]=2[N:5]=1)[CH3:2], predict the reactants needed to synthesize it. (4) Given the product [CH3:14][O:15][CH:16]([OH:19])[CH2:17][N:3]1[CH:7]=[C:6]([C:8]2[CH:9]=[N:10][CH:11]=[CH:12][CH:13]=2)[N:5]=[CH:4]1, predict the reactants needed to synthesize it. The reactants are: [H-].[Na+].[NH:3]1[CH:7]=[C:6]([C:8]2[CH:9]=[N:10][CH:11]=[CH:12][CH:13]=2)[N:5]=[CH:4]1.[CH3:14][O:15][CH:16]([O:19]C)[CH2:17]Br. (5) Given the product [Br:6][C:7]1[CH:8]=[CH:9][C:10]([C:13]#[C:14][CH2:15][CH2:16][C:17]2[CH:22]=[CH:21][C:20]([CH2:23][N:27]3[CH2:28][CH2:30][CH2:33][CH2:31]3)=[CH:19][CH:18]=2)=[N:11][CH:12]=1, predict the reactants needed to synthesize it. The reactants are: CS(Cl)(=O)=O.[Br:6][C:7]1[CH:8]=[CH:9][C:10]([C:13]#[C:14][CH2:15][CH2:16][C:17]2[CH:22]=[CH:21][C:20]([CH2:23]O)=[CH:19][CH:18]=2)=[N:11][CH:12]=1.C([N:27]([CH:31]([CH3:33])C)[CH:28]([CH3:30])C)C.N1CCCC1. (6) Given the product [Cl:18][C:14]1[S:13][C:12]([C@H:9]2[CH2:8][CH2:7][C@H:6]([C:4]([OH:5])=[O:3])[CH2:11][CH2:10]2)=[N:16][C:15]=1[CH3:17], predict the reactants needed to synthesize it. The reactants are: C([O:3][C:4]([C@H:6]1[CH2:11][CH2:10][C@H:9]([C:12]2[S:13][C:14]([Cl:18])=[C:15]([CH3:17])[N:16]=2)[CH2:8][CH2:7]1)=[O:5])C.[OH-].[Na+]. (7) Given the product [CH2:2]([N:9]1[CH2:18][CH2:17][C:16]2[C:15]([Cl:22])=[N:14][CH:13]=[N:12][C:11]=2[CH2:10]1)[C:3]1[CH:8]=[CH:7][CH:6]=[CH:5][CH:4]=1, predict the reactants needed to synthesize it. The reactants are: Cl.[CH2:2]([N:9]1[CH2:18][CH2:17][C:16]2[C:15](=O)[NH:14][CH:13]=[N:12][C:11]=2[CH2:10]1)[C:3]1[CH:8]=[CH:7][CH:6]=[CH:5][CH:4]=1.O=P(Cl)(Cl)[Cl:22].